From a dataset of Reaction yield outcomes from USPTO patents with 853,638 reactions. Predict the reaction yield, written as a fraction of the theoretical maximum amount of product (1.0 means a 100% yield; for example, 0.34 means a 34% yield). (1) The reactants are [CH2:1]([O:8][NH:9][C@H:10]1[CH2:15][N:14]([C:16]([O:18][C:19]([CH3:22])([CH3:21])[CH3:20])=[O:17])[C@H:13]([C:23]([OH:25])=[O:24])[CH2:12][CH2:11]1)[C:2]1[CH:7]=[CH:6][CH:5]=[CH:4][CH:3]=1.[C:26]([C:28]1[CH:33]=[CH:32][C:31](O)=[CH:30][CH:29]=1)#[N:27].Cl.C(N=C=NCCCN(C)C)C. The catalyst is ClCCl.CN(C)C1C=CN=CC=1.C(OCC)(=O)C. The product is [CH2:1]([O:8][NH:9][C@H:10]1[CH2:15][N:14]([C:16]([O:18][C:19]([CH3:21])([CH3:22])[CH3:20])=[O:17])[C@H:13]([C:23]([O:25][C:31]2[CH:32]=[CH:33][C:28]([C:26]#[N:27])=[CH:29][CH:30]=2)=[O:24])[CH2:12][CH2:11]1)[C:2]1[CH:3]=[CH:4][CH:5]=[CH:6][CH:7]=1. The yield is 0.640. (2) The reactants are [NH:1]1[CH:5]=[C:4]([C:6]2[CH:11]=[C:10]([C:12]3[N:13]=[N:14][N:15](CC4C=CC(OC)=CC=4)[C:16]=3[C:17]([F:20])([F:19])[F:18])[CH:9]=[CH:8][N:7]=2)[N:3]=[CH:2]1.Br[CH2:31][CH2:32][C:33]1[CH:38]=[CH:37][C:36]([F:39])=[CH:35][C:34]=1[F:40].C([O-])([O-])=O.[K+].[K+]. The catalyst is CN(C=O)C.C(O)(C(F)(F)F)=O.C(Cl)Cl. The product is [F:40][C:34]1[CH:35]=[C:36]([F:39])[CH:37]=[CH:38][C:33]=1[CH2:32][CH2:31][N:1]1[CH:5]=[C:4]([C:6]2[CH:11]=[C:10]([C:12]3[N:13]=[N:14][NH:15][C:16]=3[C:17]([F:19])([F:18])[F:20])[CH:9]=[CH:8][N:7]=2)[N:3]=[CH:2]1. The yield is 0.150. (3) The reactants are Cl.[CH2:2]([C:5]1[CH:10]=[CH:9][N:8]=[C:7]([C:11]([OH:13])=[O:12])[CH:6]=1)[CH2:3][CH3:4].[H][H].[C:16](O[C:16]([O:18][C:19]([CH3:22])([CH3:21])[CH3:20])=[O:17])([O:18][C:19]([CH3:22])([CH3:21])[CH3:20])=[O:17].[OH-].[Na+]. The catalyst is C(O)(=O)C.C(O)(C)(C)C.[Pt](=O)=O. The product is [C:19]([O:18][C:16]([N:8]1[CH2:9][CH2:10][CH:5]([CH2:2][CH2:3][CH3:4])[CH2:6][CH:7]1[C:11]([OH:13])=[O:12])=[O:17])([CH3:22])([CH3:21])[CH3:20]. The yield is 0.680. (4) The reactants are [F:1][C:2]1[CH:3]=[C:4]([C:8]2[C:9]([N:17]3[CH2:22][CH2:21][NH:20][CH2:19][CH2:18]3)=[C:10]3[CH:16]=[CH:15][NH:14][C:11]3=[N:12][CH:13]=2)[CH:5]=[CH:6][CH:7]=1.[C:23]([O:27][C:28]([NH:30][C@H:31]([CH2:35][C:36]1[CH:41]=[CH:40][C:39]([Cl:42])=[CH:38][CH:37]=1)[C:32](O)=[O:33])=[O:29])([CH3:26])([CH3:25])[CH3:24].C1C=CC2N(O)N=NC=2C=1.O.CCN=C=NCCCN(C)C.CCN(C(C)C)C(C)C. The catalyst is C(Cl)Cl. The product is [Cl:42][C:39]1[CH:40]=[CH:41][C:36]([CH2:35][C@@H:31]([NH:30][C:28](=[O:29])[O:27][C:23]([CH3:25])([CH3:24])[CH3:26])[C:32]([N:20]2[CH2:19][CH2:18][N:17]([C:9]3[C:8]([C:4]4[CH:5]=[CH:6][CH:7]=[C:2]([F:1])[CH:3]=4)=[CH:13][N:12]=[C:11]4[NH:14][CH:15]=[CH:16][C:10]=34)[CH2:22][CH2:21]2)=[O:33])=[CH:37][CH:38]=1. The yield is 0.463. (5) The yield is 0.110. The product is [N:50]1[CH:55]=[CH:54][C:53]([NH:56][C:23]([C:18]2[C:19](=[O:22])[O:20][C:21]3[C:16]([CH:17]=2)=[CH:15][CH:14]=[CH:13][C:12]=3[O:11][CH3:10])=[O:25])=[N:52][CH:51]=1. The reactants are CCN(C(C)C)C(C)C.[CH3:10][O:11][C:12]1[CH:13]=[CH:14][CH:15]=[C:16]2[C:21]=1[O:20][C:19](=[O:22])[C:18]([C:23]([OH:25])=O)=[CH:17]2.CN(C(ON1N=NC2C=CC=NC1=2)=[N+](C)C)C.F[P-](F)(F)(F)(F)F.[N:50]1[CH:55]=[CH:54][C:53]([NH2:56])=[N:52][CH:51]=1. The catalyst is CN(C)C=O. (6) The yield is 0.690. The catalyst is CS(C)=O. The reactants are [C-:1]#[N:2].[Na+].Cl[CH2:5][C:6]1[CH:11]=[CH:10][CH:9]=[C:8]([O:12][CH2:13][C:14]([F:17])([F:16])[F:15])[N:7]=1.C(=O)([O-])O.[Na+]. The product is [F:15][C:14]([F:17])([F:16])[CH2:13][O:12][C:8]1[N:7]=[C:6]([CH2:5][C:1]#[N:2])[CH:11]=[CH:10][CH:9]=1.